Binary Classification. Given a drug SMILES string, predict its activity (active/inactive) in a high-throughput screening assay against a specified biological target. From a dataset of HIV replication inhibition screening data with 41,000+ compounds from the AIDS Antiviral Screen. (1) The compound is CC(=O)n1nc(-c2ccc3ccccc3c2)nc1C. The result is 0 (inactive). (2) The compound is CC12CCC3C(CCC4CC(OC(=O)C=Cc5cccc(N(CCCl)CCCl)c5)CCC43C)C1CCC(=O)N2. The result is 0 (inactive). (3) The compound is CN(C)c1cccc2c(S(=O)(=O)NCCCCCCCCCCCCNS(=O)(=O)c3cccc4c(N(C)C)cccc34)cccc12. The result is 0 (inactive). (4) The drug is COC(=O)C1=C(c2ccc(Cl)cc2)C(O)N=C(NN)N1. The result is 0 (inactive). (5) The result is 0 (inactive). The compound is COc1ccc(-c2ccccc2)c(NN=C2CCCNC2=O)c1. (6) The compound is C=C1C(=O)OC2CC3(COC(C)=O)C=COC=C(COC(=O)C(C)C)C3CC12. The result is 0 (inactive). (7) The drug is Clc1cccc(Cl)c1C1SCc2nc3cc4ccccc4cc3n21. The result is 0 (inactive). (8) The molecule is S=c1[nH]nc(-c2ccccc2Nc2ccccc2-c2n[nH]c(=S)n2-c2ccccc2)n1-c1ccccc1. The result is 1 (active). (9) The compound is CN(C)N1C(=C(C#N)C#N)C(c2ccccc2)CC1C#N. The result is 0 (inactive). (10) The compound is CCC12CC(c3ccccc3)C(C(=O)N1)C(=O)N2. The result is 0 (inactive).